From a dataset of NCI-60 drug combinations with 297,098 pairs across 59 cell lines. Regression. Given two drug SMILES strings and cell line genomic features, predict the synergy score measuring deviation from expected non-interaction effect. (1) Drug 1: COC1=C(C=C2C(=C1)N=CN=C2NC3=CC(=C(C=C3)F)Cl)OCCCN4CCOCC4. Drug 2: CC1CCC2CC(C(=CC=CC=CC(CC(C(=O)C(C(C(=CC(C(=O)CC(OC(=O)C3CCCCN3C(=O)C(=O)C1(O2)O)C(C)CC4CCC(C(C4)OC)O)C)C)O)OC)C)C)C)OC. Cell line: NCI-H522. Synergy scores: CSS=45.6, Synergy_ZIP=-0.202, Synergy_Bliss=-0.517, Synergy_Loewe=6.40, Synergy_HSA=7.60. (2) Drug 1: C1CCN(CC1)CCOC2=CC=C(C=C2)C(=O)C3=C(SC4=C3C=CC(=C4)O)C5=CC=C(C=C5)O. Drug 2: CC1CCC2CC(C(=CC=CC=CC(CC(C(=O)C(C(C(=CC(C(=O)CC(OC(=O)C3CCCCN3C(=O)C(=O)C1(O2)O)C(C)CC4CCC(C(C4)OC)O)C)C)O)OC)C)C)C)OC. Cell line: MOLT-4. Synergy scores: CSS=35.8, Synergy_ZIP=-2.07, Synergy_Bliss=-6.86, Synergy_Loewe=-43.5, Synergy_HSA=-10.5. (3) Drug 1: CC12CCC(CC1=CCC3C2CCC4(C3CC=C4C5=CN=CC=C5)C)O. Drug 2: C1CNP(=O)(OC1)N(CCCl)CCCl. Cell line: CAKI-1. Synergy scores: CSS=6.43, Synergy_ZIP=1.34, Synergy_Bliss=6.15, Synergy_Loewe=-47.0, Synergy_HSA=0.932. (4) Cell line: K-562. Drug 1: C(=O)(N)NO. Synergy scores: CSS=2.15, Synergy_ZIP=-3.78, Synergy_Bliss=-4.21, Synergy_Loewe=-4.76, Synergy_HSA=-4.23. Drug 2: COC1=C2C(=CC3=C1OC=C3)C=CC(=O)O2. (5) Drug 1: CC1=C(C=C(C=C1)NC(=O)C2=CC=C(C=C2)CN3CCN(CC3)C)NC4=NC=CC(=N4)C5=CN=CC=C5. Drug 2: CC=C1C(=O)NC(C(=O)OC2CC(=O)NC(C(=O)NC(CSSCCC=C2)C(=O)N1)C(C)C)C(C)C. Cell line: NCI-H522. Synergy scores: CSS=28.2, Synergy_ZIP=-0.801, Synergy_Bliss=-1.41, Synergy_Loewe=-45.8, Synergy_HSA=-2.64. (6) Drug 1: CC1=C2C(C(=O)C3(C(CC4C(C3C(C(C2(C)C)(CC1OC(=O)C(C(C5=CC=CC=C5)NC(=O)OC(C)(C)C)O)O)OC(=O)C6=CC=CC=C6)(CO4)OC(=O)C)OC)C)OC. Drug 2: CC(CN1CC(=O)NC(=O)C1)N2CC(=O)NC(=O)C2. Cell line: SK-MEL-5. Synergy scores: CSS=28.1, Synergy_ZIP=-8.38, Synergy_Bliss=-10.1, Synergy_Loewe=-14.5, Synergy_HSA=-6.61. (7) Drug 1: CC1=C2C(C(=O)C3(C(CC4C(C3C(C(C2(C)C)(CC1OC(=O)C(C(C5=CC=CC=C5)NC(=O)OC(C)(C)C)O)O)OC(=O)C6=CC=CC=C6)(CO4)OC(=O)C)OC)C)OC. Drug 2: CCC1(CC2CC(C3=C(CCN(C2)C1)C4=CC=CC=C4N3)(C5=C(C=C6C(=C5)C78CCN9C7C(C=CC9)(C(C(C8N6C)(C(=O)OC)O)OC(=O)C)CC)OC)C(=O)OC)O.OS(=O)(=O)O. Cell line: HOP-62. Synergy scores: CSS=39.2, Synergy_ZIP=-2.95, Synergy_Bliss=-0.609, Synergy_Loewe=-2.13, Synergy_HSA=4.21. (8) Drug 1: CC1=C2C(C(=O)C3(C(CC4C(C3C(C(C2(C)C)(CC1OC(=O)C(C(C5=CC=CC=C5)NC(=O)OC(C)(C)C)O)O)OC(=O)C6=CC=CC=C6)(CO4)OC(=O)C)OC)C)OC. Drug 2: C1=CC=C(C=C1)NC(=O)CCCCCCC(=O)NO. Cell line: SF-295. Synergy scores: CSS=51.6, Synergy_ZIP=6.84, Synergy_Bliss=7.67, Synergy_Loewe=-11.1, Synergy_HSA=9.41.